This data is from Forward reaction prediction with 1.9M reactions from USPTO patents (1976-2016). The task is: Predict the product of the given reaction. (1) Given the reactants Br[C:2]1[CH:3]=[C:4]([S:8]([NH:11][C:12]2[CH:21]=[CH:20][C:15]([C:16]([O:18][CH3:19])=[O:17])=[C:14]([OH:22])[CH:13]=2)(=[O:10])=[O:9])[CH:5]=[CH:6][CH:7]=1.[C:23]([C:26]1[CH:27]=[C:28](B(O)O)[CH:29]=[CH:30][CH:31]=1)(=[O:25])[NH2:24], predict the reaction product. The product is: [C:23]([C:26]1[CH:31]=[C:30]([C:2]2[CH:7]=[CH:6][CH:5]=[C:4]([S:8]([NH:11][C:12]3[CH:21]=[CH:20][C:15]([C:16]([O:18][CH3:19])=[O:17])=[C:14]([OH:22])[CH:13]=3)(=[O:10])=[O:9])[CH:3]=2)[CH:29]=[CH:28][CH:27]=1)(=[O:25])[NH2:24]. (2) Given the reactants [OH:1][CH2:2][CH:3]1[CH2:8][CH2:7][N:6]([C:9]2[CH:24]=[C:23]([CH:25]=[CH2:26])[CH:22]=[CH:21][C:10]=2[C:11]([O:13][CH2:14][C:15]2[CH:20]=[CH:19][CH:18]=[CH:17][CH:16]=2)=[O:12])[CH2:5][CH2:4]1.[CH:27]1([CH:30]([C:37]2[CH:42]=[CH:41][CH:40]=[C:39](O)[CH:38]=2)[CH2:31][C:32]([O:34][CH2:35][CH3:36])=[O:33])[CH2:29][CH2:28]1.C(P(CCCC)(CCCC)=CC#N)CCC, predict the reaction product. The product is: [CH:27]1([CH:30]([C:37]2[CH:42]=[C:41]([CH:40]=[CH:39][CH:38]=2)[O:1][CH2:2][CH:3]2[CH2:8][CH2:7][N:6]([C:9]3[CH:24]=[C:23]([CH:25]=[CH2:26])[CH:22]=[CH:21][C:10]=3[C:11]([O:13][CH2:14][C:15]3[CH:20]=[CH:19][CH:18]=[CH:17][CH:16]=3)=[O:12])[CH2:5][CH2:4]2)[CH2:31][C:32]([O:34][CH2:35][CH3:36])=[O:33])[CH2:29][CH2:28]1. (3) The product is: [CH3:34][N:32]1[N:31]=[N:30][C:29]([C:25]2[CH:26]=[C:27]([C:2]3[CH:11]=[CH:10][N:9]=[C:8]4[C:3]=3[CH:4]=[CH:5][C:6]([C:12]([F:15])([F:14])[F:13])=[N:7]4)[CH:28]=[CH:23][CH:24]=2)=[N:33]1. Given the reactants Cl[C:2]1[CH:11]=[CH:10][N:9]=[C:8]2[C:3]=1[CH:4]=[CH:5][C:6]([C:12]([F:15])([F:14])[F:13])=[N:7]2.CC1(C)COB([C:23]2[CH:24]=[C:25]([C:29]3[N:30]=[N:31][N:32]([CH3:34])[N:33]=3)[CH:26]=[CH:27][CH:28]=2)OC1, predict the reaction product.